This data is from Catalyst prediction with 721,799 reactions and 888 catalyst types from USPTO. The task is: Predict which catalyst facilitates the given reaction. Reactant: ClC[C:3]([NH:5][CH2:6][C@H:7]1[CH2:11][CH2:10][CH2:9][N:8]1[C:12](OC(C)(C)C)=O)=[O:4].C(O)(C(F)(F)F)=O.C(=O)([O-])[O-].[Na+].[Na+]. Product: [CH2:6]1[NH:5][C:3](=[O:4])[CH2:12][N:8]2[CH2:9][CH2:10][CH2:11][C@H:7]12. The catalyst class is: 2.